This data is from CYP2C19 inhibition data for predicting drug metabolism from PubChem BioAssay. The task is: Regression/Classification. Given a drug SMILES string, predict its absorption, distribution, metabolism, or excretion properties. Task type varies by dataset: regression for continuous measurements (e.g., permeability, clearance, half-life) or binary classification for categorical outcomes (e.g., BBB penetration, CYP inhibition). Dataset: cyp2c19_veith. (1) The molecule is COc1ccc(CNc2ncncc2-c2ccccc2OC)c(OC)c1. The result is 1 (inhibitor). (2) The compound is N#Cc1c(-c2ccccc2)nc(-c2ccccc2)[nH]c1=O. The result is 0 (non-inhibitor). (3) The molecule is COc1ccccc1-n1c(SCC(=O)Nc2ccccc2F)nc2[nH]ncc2c1=O. The result is 1 (inhibitor). (4) The molecule is CCCOc1ccc2[nH]cc(C3=CCNCC3)c2n1. The result is 1 (inhibitor). (5) The molecule is COc1cc(C2C(C(=O)OCCC#N)=C(C)NC3=C2S(=O)(=O)c2ccccc23)cc(OC)c1OC. The result is 1 (inhibitor). (6) The molecule is Cc1cccc(C)c1NC(=O)Nc1ccc(S(N)(=O)=O)cc1. The result is 0 (non-inhibitor). (7) The compound is CN(C)S(=O)(=O)c1cc([N+](=O)[O-])ccc1N1CCCCCC1. The result is 1 (inhibitor). (8) The drug is c1ccc(CSc2nnc(-c3sccc3-n3cccc3)o2)cc1. The result is 1 (inhibitor).